Dataset: Full USPTO retrosynthesis dataset with 1.9M reactions from patents (1976-2016). Task: Predict the reactants needed to synthesize the given product. Given the product [Br:1][C:2]1[C:7]([CH3:8])=[CH:6][C:5]([CH2:9][CH2:14][C:15](=[O:17])[CH3:16])=[CH:4][C:3]=1[CH3:11], predict the reactants needed to synthesize it. The reactants are: [Br:1][C:2]1[C:7]([CH3:8])=[CH:6][C:5]([CH2:9]Br)=[CH:4][C:3]=1[CH3:11].CC(=O)[CH2:14][C:15](=[O:17])[CH3:16].C([O-])([O-])=O.[K+].[K+].